Dataset: Full USPTO retrosynthesis dataset with 1.9M reactions from patents (1976-2016). Task: Predict the reactants needed to synthesize the given product. (1) Given the product [CH3:13][Si:14]([CH3:19])([CH3:18])[CH2:15][CH2:16][O:17][C:1]([N:8]1[CH2:9][CH2:24][C:25](=[O:28])[CH2:11][CH2:12]1)=[O:2], predict the reactants needed to synthesize it. The reactants are: [C:1]([N:8]1[CH:12]=[CH:11]N=[CH:9]1)(N1C=CN=C1)=[O:2].[CH3:13][Si:14]([CH3:19])([CH3:18])[CH2:15][CH2:16][OH:17].Cl.O.N1CC[C:25](=[O:28])[CH2:24]C1.CCN(CC)CC. (2) Given the product [OH:36][C:37]1[C:42](=[O:43])[N:41]=[C:40]([CH2:44][C:45]2([C:50]3[CH:55]=[CH:54][CH:53]=[CH:52][CH:51]=3)[CH2:49][CH2:48][CH2:47][CH2:46]2)[N:39]2[CH2:56][CH2:57][N:58]([CH:61]3[CH2:62][O:63][CH2:64]3)[C:59](=[O:60])[C:38]=12, predict the reactants needed to synthesize it. The reactants are: C1(N2CCN3C(CC4(C5C=CC=CC=5)CCCC4)=NC(=O)C(O)=C3C2=O)CC1.C([O:36][C:37]1[C:42](=[O:43])[N:41]=[C:40]([CH2:44][C:45]2([C:50]3[CH:55]=[CH:54][CH:53]=[CH:52][CH:51]=3)[CH2:49][CH2:48][CH2:47][CH2:46]2)[N:39]2[CH2:56][CH2:57][N:58]([CH:61]3[CH2:64][O:63][CH2:62]3)[C:59](=[O:60])[C:38]=12)C1C=CC=CC=1. (3) The reactants are: [CH:1](=O)[CH:2]([CH3:4])[CH3:3].[NH2:6][C:7]1[N:15]=[C:14]([C:16]([F:19])([F:18])[F:17])[CH:13]=[CH:12][C:8]=1[C:9]([O-:11])=[O:10].[C:20](O)(=O)[CH3:21].C(O[BH-](OC(=O)C)OC(=O)C)(=O)C.[Na+]. Given the product [CH2:1]([NH:6][C:7]1[N:15]=[C:14]([C:16]([F:19])([F:17])[F:18])[CH:13]=[CH:12][C:8]=1[C:9]([O:11][CH2:20][CH3:21])=[O:10])[CH:2]([CH3:4])[CH3:3], predict the reactants needed to synthesize it. (4) Given the product [S:34]=[C:2]1[NH:3][C:4]([CH2:6][C:7]2[CH:12]=[CH:11][CH:10]=[CH:9][C:8]=2[C:13]2[CH:18]=[CH:17][C:16]([C:19]#[N:20])=[CH:15][CH:14]=2)=[CH:5][NH:1]1, predict the reactants needed to synthesize it. The reactants are: [NH:1]1[CH:5]=[C:4]([CH2:6][C:7]2[CH:12]=[CH:11][CH:10]=[CH:9][C:8]=2[C:13]2[CH:18]=[CH:17][C:16]([C:19]#[N:20])=[CH:15][CH:14]=2)[N:3]=[CH:2]1.C([O-])(O)=O.[Na+].C1C=CC(OC(Cl)=[S:34])=CC=1. (5) Given the product [CH2:21]([N:5]1[C:4](=[O:14])[CH:3]=[C:2]([Br:1])[C:7]([C:8]2[CH:13]=[CH:12][CH:11]=[CH:10][CH:9]=2)=[N:6]1)[C:22]1[CH:27]=[CH:26][CH:25]=[CH:24][CH:23]=1, predict the reactants needed to synthesize it. The reactants are: [Br:1][C:2]1[C:7]([C:8]2[CH:13]=[CH:12][CH:11]=[CH:10][CH:9]=2)=[N:6][NH:5][C:4](=[O:14])[CH:3]=1.C(=O)([O-])[O-].[K+].[K+].[CH2:21](Br)[C:22]1[CH:27]=[CH:26][CH:25]=[CH:24][CH:23]=1.